Dataset: Forward reaction prediction with 1.9M reactions from USPTO patents (1976-2016). Task: Predict the product of the given reaction. (1) Given the reactants CS(O)(=O)=O.[CH3:6][CH:7]1[C:12](=[O:13])[CH2:11][CH2:10][O:9][CH2:8]1.[N-:14]=[N+]=[N-].[Na+], predict the reaction product. The product is: [CH3:6][CH:7]1[NH:14][C:12](=[O:13])[CH2:11][CH2:10][O:9][CH2:8]1. (2) Given the reactants [C:1]([O:5][C@@H:6]([C:12]1[C:13]([CH3:34])=[N:14][C:15]([CH3:33])=[C:16]([C:26]2[CH:31]=[CH:30][C:29](O)=[CH:28][CH:27]=2)[C:17]=1[N:18]1[CH2:23][CH2:22][C:21]([CH3:25])([CH3:24])[CH2:20][CH2:19]1)[C:7]([O:9]CC)=[O:8])([CH3:4])([CH3:3])[CH3:2].[CH3:35][O:36][C:37]1[CH:38]=[C:39]([CH2:43][CH2:44][OH:45])[CH:40]=[CH:41][CH:42]=1.C1C=CC(P(C2C=CC=CC=2)C2C=CC=CC=2)=CC=1.CCOC(/N=N/C(OCC)=O)=O.[OH-].[Na+], predict the reaction product. The product is: [C:1]([O:5][C@@H:6]([C:12]1[C:13]([CH3:34])=[N:14][C:15]([CH3:33])=[C:16]([C:26]2[CH:27]=[CH:28][C:29]([O:45][CH2:44][CH2:43][C:39]3[CH:40]=[CH:41][CH:42]=[C:37]([O:36][CH3:35])[CH:38]=3)=[CH:30][CH:31]=2)[C:17]=1[N:18]1[CH2:19][CH2:20][C:21]([CH3:25])([CH3:24])[CH2:22][CH2:23]1)[C:7]([OH:9])=[O:8])([CH3:4])([CH3:2])[CH3:3]. (3) Given the reactants [NH2:1][C:2]1[CH:25]=[CH:24][C:5]([C:6]([C:8]2[CH:23]=[CH:22][CH:21]=[CH:20][C:9]=2[C:10]([O:12][CH2:13][C:14]2[CH:19]=[CH:18][CH:17]=[CH:16][CH:15]=2)=[O:11])=[O:7])=[CH:4][C:3]=1[N+:26]([O-])=O.C([O-])=O.[NH4+], predict the reaction product. The product is: [NH2:26][C:3]1[CH:4]=[C:5]([CH:24]=[CH:25][C:2]=1[NH2:1])[C:6]([C:8]1[CH:23]=[CH:22][CH:21]=[CH:20][C:9]=1[C:10]([O:12][CH2:13][C:14]1[CH:19]=[CH:18][CH:17]=[CH:16][CH:15]=1)=[O:11])=[O:7]. (4) Given the reactants [Cl-].[NH4+].[CH2:3]([N:10]1[CH2:15][CH2:14][CH:13]([NH:16][C:17]([C:19]2[CH:23]=[C:22]([N+:24]([O-])=O)[S:21][CH:20]=2)=[O:18])[CH2:12][CH2:11]1)[C:4]1[CH:9]=[CH:8][CH:7]=[CH:6][CH:5]=1, predict the reaction product. The product is: [NH2:24][C:22]1[S:21][CH:20]=[C:19]([C:17]([NH:16][CH:13]2[CH2:14][CH2:15][N:10]([CH2:3][C:4]3[CH:9]=[CH:8][CH:7]=[CH:6][CH:5]=3)[CH2:11][CH2:12]2)=[O:18])[CH:23]=1. (5) Given the reactants CC(OI1(OC(C)=O)(OC(C)=O)OC(=O)C2C=CC=CC1=2)=O.C(O)(C)(C)C.[CH2:28]([O:30][C:31](=[O:49])[CH:32](O)[CH:33]([CH3:47])[C:34](=O)[C:35]1[S:39][C:38]([C:40]2[CH:45]=[CH:44][CH:43]=[CH:42][CH:41]=2)=[N:37][CH:36]=1)[CH3:29].C(O)(=O)C.O.[NH2:55][NH2:56], predict the reaction product. The product is: [CH2:28]([O:30][C:31]([C:32]1[NH:55][N:56]=[C:34]([C:35]2[S:39][C:38]([C:40]3[CH:45]=[CH:44][CH:43]=[CH:42][CH:41]=3)=[N:37][CH:36]=2)[C:33]=1[CH3:47])=[O:49])[CH3:29]. (6) Given the reactants [N:1]1[CH:6]=[CH:5][CH:4]=[CH:3][C:2]=1[CH:7]=O.Cl.[NH:10]1[CH:14]=[CH:13][N:12]=[C:11]1[C:15]1[CH:16]=[CH:17][C:18]([CH3:31])=[C:19]([NH:21][C:22](=[O:30])[C:23]2[CH:28]=[CH:27][C:26]([NH2:29])=[CH:25][CH:24]=2)[CH:20]=1.C(O[BH-](OC(=O)C)OC(=O)C)(=O)C.[Na+], predict the reaction product. The product is: [NH:10]1[CH:14]=[CH:13][N:12]=[C:11]1[C:15]1[CH:16]=[CH:17][C:18]([CH3:31])=[C:19]([NH:21][C:22](=[O:30])[C:23]2[CH:28]=[CH:27][C:26]([NH:29][CH2:7][C:2]3[CH:3]=[CH:4][CH:5]=[CH:6][N:1]=3)=[CH:25][CH:24]=2)[CH:20]=1. (7) Given the reactants Cl[C:2]1[N:3]=[C:4]([O:21][CH:22]2[CH2:25][CH:24]([NH:26][C:27](=[O:33])[O:28][C:29]([CH3:32])([CH3:31])[CH3:30])[CH2:23]2)[C:5]2[C:10]([C:11]#[N:12])=[CH:9][N:8]([CH2:13][O:14][CH2:15][CH2:16][Si:17]([CH3:20])([CH3:19])[CH3:18])[C:6]=2[N:7]=1.[CH3:34][N:35]1[CH:39]=[C:38]([NH2:40])[CH:37]=[N:36]1.C([O-])([O-])=O.[Cs+].[Cs+].CC1(C)C2C(=C(P(C3C=CC=CC=3)C3C=CC=CC=3)C=CC=2)OC2C(P(C3C=CC=CC=3)C3C=CC=CC=3)=CC=CC1=2, predict the reaction product. The product is: [C:11]([C:10]1[C:5]2[C:4]([O:21][CH:22]3[CH2:25][CH:24]([NH:26][C:27](=[O:33])[O:28][C:29]([CH3:32])([CH3:31])[CH3:30])[CH2:23]3)=[N:3][C:2]([NH:40][C:38]3[CH:37]=[N:36][N:35]([CH3:34])[CH:39]=3)=[N:7][C:6]=2[N:8]([CH2:13][O:14][CH2:15][CH2:16][Si:17]([CH3:20])([CH3:19])[CH3:18])[CH:9]=1)#[N:12]. (8) The product is: [Cl:1][C:2]1[N:3]=[C:4]([NH:15][C:16]2[CH:17]=[CH:18][C:19]([N:22]3[CH2:23][CH2:24][CH:25]([N:28]4[CH2:33][CH2:32][N:31]([CH3:34])[CH2:30][CH2:29]4)[CH2:26][CH2:27]3)=[CH:20][CH:21]=2)[C:5]([C:12]([NH2:14])=[O:13])=[N:6][C:7]=1[CH:8]([CH3:10])[CH3:9]. Given the reactants [Cl:1][C:2]1[N:3]=[C:4]([NH:15][C:16]2[CH:21]=[CH:20][C:19]([N:22]3[CH2:27][CH2:26][CH:25]([N:28]4[CH2:33][CH2:32][N:31]([CH3:34])[CH2:30][CH2:29]4)[CH2:24][CH2:23]3)=[CH:18][CH:17]=2)[C:5]([C:12]([NH2:14])=[O:13])=[N:6][C:7]=1[C:8](O)([CH3:10])[CH3:9].C([SiH](CC)CC)C, predict the reaction product. (9) Given the reactants [CH2:1]([C:7]1[CH:8]=[C:9]([C:13]2[N:17]([CH3:18])[C:16]([C:19]([N:21]3[CH2:26][CH2:25][CH:24]([N:27]4[CH2:31][CH2:30][CH2:29][CH2:28]4)[CH2:23][CH2:22]3)=[O:20])=[C:15](I)[N:14]=2)[CH:10]=[CH:11][CH:12]=1)[CH2:2][CH2:3][CH2:4][CH2:5][CH3:6].[F:33][C:34]1[CH:39]=[CH:38][C:37](B(O)O)=[CH:36][CH:35]=1.P([O-])([O-])([O-])=O.[K+].[K+].[K+], predict the reaction product. The product is: [F:33][C:34]1[CH:39]=[CH:38][C:37]([C:15]2[N:14]=[C:13]([C:9]3[CH:10]=[CH:11][CH:12]=[C:7]([CH2:1][CH2:2][CH2:3][CH2:4][CH2:5][CH3:6])[CH:8]=3)[N:17]([CH3:18])[C:16]=2[C:19]([N:21]2[CH2:22][CH2:23][CH:24]([N:27]3[CH2:31][CH2:30][CH2:29][CH2:28]3)[CH2:25][CH2:26]2)=[O:20])=[CH:36][CH:35]=1. (10) The product is: [F:1][C:2]1[CH:19]=[C:18]([NH2:20])[CH:17]=[CH:16][C:3]=1[O:4][C:5]1[C:6]2[S:13][C:12]([S:14][CH3:15])=[CH:11][C:7]=2[N:8]=[CH:9][N:10]=1. Given the reactants [F:1][C:2]1[CH:19]=[C:18]([N+:20]([O-])=O)[CH:17]=[CH:16][C:3]=1[O:4][C:5]1[C:6]2[S:13][C:12]([S:14][CH3:15])=[CH:11][C:7]=2[N:8]=[CH:9][N:10]=1, predict the reaction product.